From a dataset of Catalyst prediction with 721,799 reactions and 888 catalyst types from USPTO. Predict which catalyst facilitates the given reaction. Reactant: Br[C:2]1[CH:3]=[C:4]([N:8]2[CH2:17][CH2:16][C:15]3[C:10](=[CH:11][CH:12]=[C:13]([N:18]([CH3:20])[CH3:19])[CH:14]=3)[C:9]2=[O:21])[CH:5]=[CH:6][CH:7]=1.[B:22]1([B:22]2[O:26][C:25]([CH3:28])([CH3:27])[C:24]([CH3:30])([CH3:29])[O:23]2)[O:26][C:25]([CH3:28])([CH3:27])[C:24]([CH3:30])([CH3:29])[O:23]1.C([O-])(=O)C.[K+].ClCCl. Product: [CH3:19][N:18]([CH3:20])[C:13]1[CH:14]=[C:15]2[C:10](=[CH:11][CH:12]=1)[C:9](=[O:21])[N:8]([C:4]1[CH:5]=[CH:6][CH:7]=[C:2]([B:22]3[O:26][C:25]([CH3:28])([CH3:27])[C:24]([CH3:30])([CH3:29])[O:23]3)[CH:3]=1)[CH2:17][CH2:16]2. The catalyst class is: 16.